From a dataset of Forward reaction prediction with 1.9M reactions from USPTO patents (1976-2016). Predict the product of the given reaction. (1) Given the reactants [CH2:1]([N:5]1[C:13]2[N:12]=[C:11]([Cl:14])[NH:10][C:9]=2[C:8](=[O:15])[N:7]([CH2:16][CH2:17][CH2:18][C:19]2[CH:24]=[CH:23][CH:22]=[CH:21][CH:20]=2)[C:6]1=[O:25])CCC.CN1C2N=CNC=2C(=O)N(CCCC2C=CC=CC=2)C1=O.C1C(=O)N(Cl)C(=O)C1, predict the reaction product. The product is: [Cl:14][C:11]1[NH:10][C:9]2[C:8](=[O:15])[N:7]([CH2:16][CH2:17][CH2:18][C:19]3[CH:24]=[CH:23][CH:22]=[CH:21][CH:20]=3)[C:6](=[O:25])[N:5]([CH3:1])[C:13]=2[N:12]=1. (2) Given the reactants [Br:1][C:2]1[C:7]([C:8]#[N:9])=[C:6]([O:10]C(C)=O)[CH:5]=[CH:4][C:3]=1[O:14][C:15]([CH3:17])=[O:16].CO.C([O-])([O-])=O.[K+].[K+].Cl, predict the reaction product. The product is: [C:15]([O:14][C:3]1[CH:4]=[CH:5][C:6]([OH:10])=[C:7]([C:8]#[N:9])[C:2]=1[Br:1])(=[O:16])[CH3:17].